Predict the reactants needed to synthesize the given product. From a dataset of Full USPTO retrosynthesis dataset with 1.9M reactions from patents (1976-2016). (1) Given the product [ClH:53].[CH3:39][O:38][C:37]1[C:28]([CH3:27])=[C:29]2[C:34](=[C:35]3[CH2:42][C:41]([CH3:44])([CH3:43])[O:40][C:36]=13)[C:33]([C:45]1[CH:46]=[CH:47][CH:48]=[CH:49][CH:50]=1)=[N:32][C:31]([CH3:52])([CH3:51])[CH2:30]2, predict the reactants needed to synthesize it. The reactants are: C([SnH](CCCC)CCCC)CCC.N(C(C)(C)C#N)=NC(C)(C)C#N.Br[CH2:27][C:28]1[C:37]([O:38][CH3:39])=[C:36]2[O:40][C:41]([CH3:44])([CH3:43])[CH2:42][C:35]2=[C:34]2[C:29]=1[CH2:30][C:31]([CH3:52])([CH3:51])[N:32]=[C:33]2[C:45]1[CH:50]=[CH:49][CH:48]=[CH:47][CH:46]=1.[Cl:53]C1C=CC=CC=1. (2) Given the product [CH3:35][C:5]([O:7][C:8]1[CH:9]=[CH:10][C:11]([O:14][CH2:15][CH2:16][C:17]2[N:18]=[C:19]([C:23]3[CH:24]=[CH:25][C:26]([C:29]4[CH:30]=[CH:31][CH:32]=[CH:33][CH:34]=4)=[CH:27][CH:28]=3)[O:20][C:21]=2[CH3:22])=[CH:12][CH:13]=1)([CH3:6])[C:4]([OH:36])=[O:3], predict the reactants needed to synthesize it. The reactants are: C([O:3][C:4](=[O:36])[C:5]([CH3:35])([O:7][C:8]1[CH:13]=[CH:12][C:11]([O:14][CH2:15][CH2:16][C:17]2[N:18]=[C:19]([C:23]3[CH:28]=[CH:27][C:26]([C:29]4[CH:34]=[CH:33][CH:32]=[CH:31][CH:30]=4)=[CH:25][CH:24]=3)[O:20][C:21]=2[CH3:22])=[CH:10][CH:9]=1)[CH3:6])C.[OH-].[Na+].